This data is from Full USPTO retrosynthesis dataset with 1.9M reactions from patents (1976-2016). The task is: Predict the reactants needed to synthesize the given product. (1) Given the product [NH2:1][C:4]1[C:10]([OH:11])=[CH:9][CH:8]=[CH:7][C:5]=1[OH:6], predict the reactants needed to synthesize it. The reactants are: [N+:1]([C:4]1[C:10]([OH:11])=[CH:9][CH:8]=[CH:7][C:5]=1[OH:6])([O-])=O.[H][H]. (2) Given the product [CH:1]1([C:4]2[CH:5]=[N:6][C:7]([NH:10][C:11]3[CH:16]=[CH:15][C:14]([C@H:17]4[O:22][CH2:21][CH2:20][NH:19][CH2:18]4)=[C:13]([F:30])[CH:12]=3)=[N:8][CH:9]=2)[CH2:3][CH2:2]1, predict the reactants needed to synthesize it. The reactants are: [CH:1]1([C:4]2[CH:5]=[N:6][C:7]([NH:10][C:11]3[CH:16]=[CH:15][C:14]([C@H:17]4[O:22][CH2:21][CH2:20][N:19](C(OC(C)(C)C)=O)[CH2:18]4)=[C:13]([F:30])[CH:12]=3)=[N:8][CH:9]=2)[CH2:3][CH2:2]1.FC(F)(F)C(O)=O.CCOC(C)=O. (3) Given the product [CH3:4][C@H:3]1[C@@H:8]([C:9]2[CH:10]=[CH:11][CH:12]=[CH:13][CH:14]=2)[O:7][C:6](=[O:15])[NH:5]1, predict the reactants needed to synthesize it. The reactants are: O[C@H](C1C=CN=CC=1)[C@@H:3]([NH:5][C:6](=[O:15])[O:7][CH2:8][C:9]1[CH:14]=[CH:13][CH:12]=[CH:11][CH:10]=1)[CH3:4]. (4) Given the product [CH2:26]([O:28][C:29](=[O:48])[CH2:30][C:31]1[CH:32]=[C:33]([C:15]2[CH:16]=[CH:17][C:18]([C:20]([OH:23])([CH3:22])[CH3:21])=[CH:19][C:14]=2[CH2:13][N:10]([C:9]([O:8][CH2:1][C:2]2[CH:7]=[CH:6][CH:5]=[CH:4][CH:3]=2)=[O:25])[CH2:11][CH3:12])[C:34]([O:37][CH3:38])=[CH:35][CH:36]=1)[CH3:27], predict the reactants needed to synthesize it. The reactants are: [CH2:1]([O:8][C:9](=[O:25])[N:10]([CH2:13][C:14]1[CH:19]=[C:18]([C:20]([OH:23])([CH3:22])[CH3:21])[CH:17]=[CH:16][C:15]=1Br)[CH2:11][CH3:12])[C:2]1[CH:7]=[CH:6][CH:5]=[CH:4][CH:3]=1.[CH2:26]([O:28][C:29](=[O:48])[CH2:30][C:31]1[CH:36]=[CH:35][C:34]([O:37][CH3:38])=[C:33](B2OC(C)(C)C(C)(C)O2)[CH:32]=1)[CH3:27]. (5) Given the product [CH3:1][C:2]([N:10]1[CH2:15][CH2:14][CH:13]([NH:34][CH2:33][C:30]2[CH:31]=[CH:32][C:27]([C:24]3[CH:25]=[CH:26][C:21]([O:20][C:19]([F:18])([F:35])[F:36])=[CH:22][CH:23]=3)=[CH:28][CH:29]=2)[CH2:12][CH2:11]1)([CH3:9])[C:3]([O:5][CH:6]([CH3:8])[CH3:7])=[O:4], predict the reactants needed to synthesize it. The reactants are: [CH3:1][C:2]([N:10]1[CH2:15][CH2:14][C:13](=O)[CH2:12][CH2:11]1)([CH3:9])[C:3]([O:5][CH:6]([CH3:8])[CH3:7])=[O:4].Cl.[F:18][C:19]([F:36])([F:35])[O:20][C:21]1[CH:26]=[CH:25][C:24]([C:27]2[CH:32]=[CH:31][C:30]([CH2:33][NH2:34])=[CH:29][CH:28]=2)=[CH:23][CH:22]=1.C(O[BH-](OC(=O)C)OC(=O)C)(=O)C.[Na+].C(O)(=O)C.C(=O)([O-])[O-].[Na+].[Na+]. (6) Given the product [Br:1][C:2]1[CH:3]=[C:4]([O:11][C@@H:17]([C@H:19]2[CH2:20][N:21]([C@@H:25]([C:27]3[CH:28]=[CH:29][CH:30]=[CH:31][CH:32]=3)[CH3:26])[C:22](=[O:24])[CH2:23]2)[CH3:18])[C:5]2[N:6]([N:8]=[CH:9][CH:10]=2)[CH:7]=1, predict the reactants needed to synthesize it. The reactants are: [Br:1][C:2]1[CH:3]=[C:4]([OH:11])[C:5]2[N:6]([N:8]=[CH:9][CH:10]=2)[CH:7]=1.CS(O[C@H:17]([C@@H:19]1[CH2:23][C:22](=[O:24])[N:21]([C@@H:25]([C:27]2[CH:32]=[CH:31][C:30](OC)=[CH:29][CH:28]=2)[CH3:26])[CH2:20]1)[CH3:18])(=O)=O.C([O-])([O-])=O.[Cs+].[Cs+]. (7) Given the product [Cl:1][C:2]1[CH:11]=[C:10]2[C:5]([N:6]=[C:7]([O:20][CH3:21])[C:8]([C@H:12]([NH:13][S@@:14]([C:16]([CH3:17])([CH3:18])[CH3:19])=[O:15])[CH3:22])=[N:9]2)=[CH:4][CH:3]=1, predict the reactants needed to synthesize it. The reactants are: [Cl:1][C:2]1[CH:11]=[C:10]2[C:5]([N:6]=[C:7]([O:20][CH3:21])[C:8](/[CH:12]=[N:13]/[S@@:14]([C:16]([CH3:19])([CH3:18])[CH3:17])=[O:15])=[N:9]2)=[CH:4][CH:3]=1.[CH3:22][Mg]Cl. (8) Given the product [F:54][C:53]([F:56])([F:55])[C:51]1[CH:50]=[C:19]([CH:18]=[C:17]([C:16]([F:57])([F:15])[F:58])[CH:52]=1)[CH2:20][N:21]([C:45]1[N:46]=[N:47][N:48]([CH3:3])[N:49]=1)[C@H:22]1[CH2:28][CH2:27][CH2:26][N:25]([C:29]([O:31][C:32]([CH3:34])([CH3:35])[CH3:33])=[O:30])[C:24]2[CH:36]=[C:37]([C:41]([F:42])([F:43])[F:44])[C:38]([CH3:40])=[CH:39][C:23]1=2, predict the reactants needed to synthesize it. The reactants are: N(C(OC(C)C)=O)=N[C:3](OC(C)C)=O.[F:15][C:16]([F:58])([F:57])[C:17]1[CH:18]=[C:19]([CH:50]=[C:51]([C:53]([F:56])([F:55])[F:54])[CH:52]=1)[CH2:20][N:21]([C:45]1[N:46]=[N:47][NH:48][N:49]=1)[C@H:22]1[CH2:28][CH2:27][CH2:26][N:25]([C:29]([O:31][C:32]([CH3:35])([CH3:34])[CH3:33])=[O:30])[C:24]2[CH:36]=[C:37]([C:41]([F:44])([F:43])[F:42])[C:38]([CH3:40])=[CH:39][C:23]1=2.C1(P(C2C=CC=CC=2)C2C=CC=CC=2)C=CC=CC=1.CO. (9) Given the product [C:9](=[N:3][OH:2])([C:17]1[CH:22]=[CH:21][CH:20]=[CH:19][CH:18]=1)[C:10]1[CH:15]=[CH:14][CH:13]=[CH:12][CH:11]=1, predict the reactants needed to synthesize it. The reactants are: Cl.[OH:2][NH2:3].CC([O-])=O.[Na+].[C:9]([C:17]1[CH:22]=[CH:21][CH:20]=[CH:19][CH:18]=1)(=O)[C:10]1[CH:15]=[CH:14][CH:13]=[CH:12][CH:11]=1. (10) Given the product [C:17]([O:21][C:22](=[O:23])[NH:24][CH2:29][CH2:28][O:27][CH2:26][CH2:30][OH:31])([CH3:20])([CH3:18])[CH3:19], predict the reactants needed to synthesize it. The reactants are: OC[C@H]1OCCNC1.OC[C@@H]1OCCNC1.[C:17]([O:21][C:22]([N:24]1[CH2:29][CH2:28][O:27][C@@H:26]([CH2:30][OH:31])C1)=[O:23])([CH3:20])([CH3:19])[CH3:18].[C:17]([O:21][C:22]([N:24]1[CH2:29][CH2:28][O:27][C@H:26]([CH2:30][OH:31])C1)=[O:23])([CH3:20])([CH3:19])[CH3:18].